This data is from NCI-60 drug combinations with 297,098 pairs across 59 cell lines. The task is: Regression. Given two drug SMILES strings and cell line genomic features, predict the synergy score measuring deviation from expected non-interaction effect. (1) Drug 1: C1CCC(CC1)NC(=O)N(CCCl)N=O. Drug 2: C1=NNC2=C1C(=O)NC=N2. Cell line: NCIH23. Synergy scores: CSS=29.4, Synergy_ZIP=-0.855, Synergy_Bliss=2.74, Synergy_Loewe=2.14, Synergy_HSA=5.84. (2) Drug 1: CCC1(CC2CC(C3=C(CCN(C2)C1)C4=CC=CC=C4N3)(C5=C(C=C6C(=C5)C78CCN9C7C(C=CC9)(C(C(C8N6C=O)(C(=O)OC)O)OC(=O)C)CC)OC)C(=O)OC)O.OS(=O)(=O)O. Drug 2: CC12CCC3C(C1CCC2OP(=O)(O)O)CCC4=C3C=CC(=C4)OC(=O)N(CCCl)CCCl.[Na+]. Cell line: MDA-MB-231. Synergy scores: CSS=-5.92, Synergy_ZIP=-2.38, Synergy_Bliss=-12.1, Synergy_Loewe=-12.2, Synergy_HSA=-14.0.